From a dataset of Reaction yield outcomes from USPTO patents with 853,638 reactions. Predict the reaction yield, written as a fraction of the theoretical maximum amount of product (1.0 means a 100% yield; for example, 0.34 means a 34% yield). (1) The reactants are [F:1][C:2]([F:25])([C:15]1[CH:16]=[C:17]2[C:22](=[CH:23][CH:24]=1)[N:21]=[CH:20][CH:19]=[CH:18]2)[C:3]1[N:7]2[N:8]=[C:9]([C:12](=O)[CH3:13])[CH:10]=[CH:11][C:6]2=[N:5][N:4]=1.[NH2:26][O:27][CH2:28][CH2:29][OH:30]. The product is [OH:30][CH2:29][CH2:28][O:27]/[N:26]=[C:12](/[C:9]1[CH:10]=[CH:11][C:6]2[N:7]([C:3]([C:2]([F:25])([F:1])[C:15]3[CH:16]=[C:17]4[C:22](=[CH:23][CH:24]=3)[N:21]=[CH:20][CH:19]=[CH:18]4)=[N:4][N:5]=2)[N:8]=1)\[CH3:13]. The yield is 0.550. The catalyst is CO. (2) The reactants are [CH:1](N(C(C)C)CC)(C)C.[S:10](Cl)(Cl)(=[O:12])=[O:11].[Cl:15][C:16]1[C:17]([F:45])=[C:18]([NH:22][C:23]2[C:32]3[C:27](=[CH:28][C:29]([O:43][CH3:44])=[C:30]([CH2:33][N:34]([CH3:42])[C:35]4([C:39]([NH2:41])=[O:40])[CH2:38][NH:37][CH2:36]4)[CH:31]=3)[N:26]=[CH:25][N:24]=2)[CH:19]=[CH:20][CH:21]=1. The catalyst is C(Cl)Cl. The product is [Cl:15][C:16]1[C:17]([F:45])=[C:18]([NH:22][C:23]2[C:32]3[C:27](=[CH:28][C:29]([O:43][CH3:44])=[C:30]([CH2:33][N:34]([CH3:42])[C:35]4([C:39]([NH2:41])=[O:40])[CH2:38][N:37]([S:10]([CH3:1])(=[O:12])=[O:11])[CH2:36]4)[CH:31]=3)[N:26]=[CH:25][N:24]=2)[CH:19]=[CH:20][CH:21]=1. The yield is 0.330. (3) No catalyst specified. The reactants are [F:1][C:2]([F:14])([F:13])[O:3][C:4]1[CH:5]=[C:6]([B:10]([OH:12])[OH:11])[CH:7]=[CH:8][CH:9]=1.[CH3:15][C:16]([CH2:20]O)([CH2:18]O)[CH3:17]. The yield is 0.640. The product is [CH3:15][C:16]1([CH3:20])[CH2:18][O:12][B:10]([C:6]2[CH:7]=[CH:8][CH:9]=[C:4]([O:3][C:2]([F:1])([F:13])[F:14])[CH:5]=2)[O:11][CH2:17]1.